Dataset: Full USPTO retrosynthesis dataset with 1.9M reactions from patents (1976-2016). Task: Predict the reactants needed to synthesize the given product. (1) Given the product [N+:35]([C:38]1[CH:39]=[C:40]([CH:45]=[CH:46][C:47]=1[O:48][CH2:49][C@@H:50]([NH:52][C:21](=[O:23])[CH2:20][C:5]1[CH:6]=[CH:7][C:8]([NH:9][C:10]([NH:12][C:13]2[CH:18]=[CH:17][CH:16]=[CH:15][C:14]=2[CH3:19])=[O:11])=[C:3]([O:2][CH3:1])[CH:4]=1)[CH3:51])[C:41]([O:43][CH3:44])=[O:42])([O-:37])=[O:36], predict the reactants needed to synthesize it. The reactants are: [CH3:1][O:2][C:3]1[CH:4]=[C:5]([CH2:20][C:21]([O:23]C2C(F)=C(F)C(F)=C(F)C=2F)=O)[CH:6]=[CH:7][C:8]=1[NH:9][C:10]([NH:12][C:13]1[CH:18]=[CH:17][CH:16]=[CH:15][C:14]=1[CH3:19])=[O:11].[N+:35]([C:38]1[CH:39]=[C:40]([CH:45]=[CH:46][C:47]=1[O:48][CH2:49][C@@H:50]([NH2:52])[CH3:51])[C:41]([O:43][CH3:44])=[O:42])([O-:37])=[O:36].CCN(CC)CC. (2) Given the product [N:11]1[N:12]=[CH:13][N:1]([C:2]2[CH:7]=[CH:6][C:5]([OH:8])=[CH:4][CH:3]=2)[CH:9]=1, predict the reactants needed to synthesize it. The reactants are: [NH2:1][C:2]1[CH:7]=[CH:6][C:5]([OH:8])=[CH:4][CH:3]=1.[CH:9]([NH:11][NH:12][CH:13]=O)=O.CC1C=CC(S(O)(=O)=O)=CC=1.